This data is from Forward reaction prediction with 1.9M reactions from USPTO patents (1976-2016). The task is: Predict the product of the given reaction. (1) Given the reactants [F:1][C:2]1[CH:3]=[CH:4][C:5]([O:21][CH3:22])=[C:6]([C:8]([CH3:20])([CH3:19])[CH2:9][C:10]([OH:18])([C:14]([F:17])([F:16])[F:15])[C:11](=O)[CH3:12])[CH:7]=1.[NH2:23][C:24]1[CH:33]=[CH:32][CH:31]=[C:30]2[C:25]=1[CH:26]=[CH:27][C:28]([CH3:34])=[N:29]2.[Na+].[Cl-].C(OCC)(=O)C, predict the reaction product. The product is: [F:1][C:2]1[CH:3]=[CH:4][C:5]([O:21][CH3:22])=[C:6]([C:8]([CH3:20])([CH3:19])[CH2:9][C:10]([C:14]([F:16])([F:17])[F:15])([OH:18])[C:11](=[N:23][C:24]2[CH:33]=[CH:32][CH:31]=[C:30]3[C:25]=2[CH:26]=[CH:27][C:28]([CH3:34])=[N:29]3)[CH3:12])[CH:7]=1. (2) The product is: [F:1][C:2]1[CH:3]=[CH:4][CH:5]=[C:6]2[C:10]=1[NH:9][N:8]=[C:7]2[NH:11][C:12](=[O:19])[C:13]1[CH:18]=[CH:17][CH:16]=[CH:15][CH:14]=1. Given the reactants [F:1][C:2]1[CH:3]=[CH:4][CH:5]=[C:6]2[C:10]=1[NH:9][N:8]=[C:7]2[NH2:11].[C:12](Cl)(=[O:19])[C:13]1[CH:18]=[CH:17][CH:16]=[CH:15][CH:14]=1.O, predict the reaction product. (3) Given the reactants [CH2:1]([O:3][C:4](=[O:11])[CH2:5][C:6]([O:8][CH2:9][CH3:10])=[O:7])[CH3:2].[CH2:12]([N:14]=[C:15]=[S:16])[CH3:13], predict the reaction product. The product is: [CH2:1]([O:3][C:4](=[O:11])[CH:5]([C:15](=[S:16])[NH:14][CH2:12][CH3:13])[C:6]([O:8][CH2:9][CH3:10])=[O:7])[CH3:2]. (4) Given the reactants C(O[C:6](=O)[N:7]([CH2:9][CH2:10][NH:11][C:12]([C@H:14]1[NH:32][C:31](=[O:33])[C@H:30]([CH2:34][CH2:35][CH2:36][NH:37]C(OC(C)(C)C)=O)[NH:29][C:28](=[O:45])[C@@H:27]([NH:46]C(OC(C)(C)C)=O)[CH2:26][C:25]2[CH:54]=[C:21]([CH:22]=[CH:23][C:24]=2[OH:55])[C:20]2=[CH:56][C:16](=[C:17]([OH:57])[CH:18]=[CH:19]2)[CH2:15]1)=[O:13])C)(C)(C)C.[ClH:59].O1CCOCC1, predict the reaction product. The product is: [ClH:59].[ClH:59].[ClH:59].[NH2:46][C@H:27]1[CH2:26][C:25]2[CH:54]=[C:21]([CH:22]=[CH:23][C:24]=2[OH:55])[C:20]2=[CH:56][C:16](=[C:17]([OH:57])[CH:18]=[CH:19]2)[CH2:15][C@@H:14]([C:12]([NH:11][CH2:10][CH2:9][NH:7][CH3:6])=[O:13])[NH:32][C:31](=[O:33])[C@H:30]([CH2:34][CH2:35][CH2:36][NH2:37])[NH:29][C:28]1=[O:45]. (5) Given the reactants [Br-].[CH2:7]([Zn][CH2:7][CH:8]([CH3:10])[CH3:9])[CH:8]([CH3:10])[CH3:9].[F:11][C:12]([F:34])([F:33])[C:13]([C:22]1[CH:27]=[C:26]([CH2:28][CH2:29][CH3:30])[C:25]([OH:31])=[C:24](I)[CH:23]=1)([O:18][CH2:19][O:20][CH3:21])[C:14]([F:17])([F:16])[F:15].Cl, predict the reaction product. The product is: [F:11][C:12]([F:33])([F:34])[C:13]([C:22]1[CH:27]=[C:26]([CH2:28][CH2:29][CH3:30])[C:25]([OH:31])=[C:24]([CH2:7][CH:8]([CH3:9])[CH3:10])[CH:23]=1)([O:18][CH2:19][O:20][CH3:21])[C:14]([F:15])([F:17])[F:16]. (6) Given the reactants [Br:1][C:2]1[CH:3]=[C:4]2[C:9](=[CH:10][CH:11]=1)[CH:8]=[C:7]([OH:12])[CH:6]=[CH:5]2.[C:13]([O:17][C:18]([NH:20][C@H:21]([CH2:25]O)[CH:22]([CH3:24])[CH3:23])=[O:19])([CH3:16])([CH3:15])[CH3:14].C1(P(C2C=CC=CC=2)C2C=CC=CC=2)C=CC=CC=1.N(C(OC(C)C)=O)=NC(OC(C)C)=O, predict the reaction product. The product is: [C:13]([O:17][C:18](=[O:19])[NH:20][CH:21]([CH2:25][O:12][C:7]1[CH:6]=[CH:5][C:4]2[C:9](=[CH:10][CH:11]=[C:2]([Br:1])[CH:3]=2)[CH:8]=1)[CH:22]([CH3:23])[CH3:24])([CH3:16])([CH3:15])[CH3:14].